Dataset: Reaction yield outcomes from USPTO patents with 853,638 reactions. Task: Predict the reaction yield, written as a fraction of the theoretical maximum amount of product (1.0 means a 100% yield; for example, 0.34 means a 34% yield). The reactants are [CH:1]1[C:13]2[NH:12][C:11]3[C:6](=[CH:7][CH:8]=[CH:9][CH:10]=3)[C:5]=2[CH:4]=[CH:3][CH:2]=1.[H-].[Na+].Br[CH2:17][CH2:18][CH2:19][CH2:20][CH2:21][CH2:22][C:23]([O:25][CH2:26][CH3:27])=[O:24]. No catalyst specified. The product is [CH2:26]([O:25][C:23](=[O:24])[CH2:22][CH2:21][CH2:20][CH2:19][CH2:18][CH2:17][N:12]1[C:11]2[CH:10]=[CH:9][CH:8]=[CH:7][C:6]=2[C:5]2[C:13]1=[CH:1][CH:2]=[CH:3][CH:4]=2)[CH3:27]. The yield is 0.660.